From a dataset of Full USPTO retrosynthesis dataset with 1.9M reactions from patents (1976-2016). Predict the reactants needed to synthesize the given product. (1) Given the product [CH3:1][O:2][C:3]1[CH:12]=[CH:11][C:10]2[NH:9][C:8](=[O:13])[C:7]3[S:14][CH:15]=[CH:16][C:6]=3[C:5]=2[C:4]=1[C:17]1[CH:18]=[CH:19][C:20]([N:23]2[CH2:28][CH2:27][NH:26][CH2:25][CH2:24]2)=[CH:21][CH:22]=1, predict the reactants needed to synthesize it. The reactants are: [CH3:1][O:2][C:3]1[CH:12]=[CH:11][C:10]2[NH:9][C:8](=[O:13])[C:7]3[S:14][CH:15]=[CH:16][C:6]=3[C:5]=2[C:4]=1[C:17]1[CH:22]=[CH:21][C:20]([N:23]2[CH2:28][CH2:27][N:26](C(OC(C)(C)C)=O)[CH2:25][CH2:24]2)=[CH:19][CH:18]=1.C(O)(C(F)(F)F)=O. (2) Given the product [CH2:10]([O:9][C:8]([NH:7][C@@H:5]1[CH2:6][C@H:3]([C:2]([OH:21])=[O:1])[C:4]1([CH3:19])[CH3:18])=[O:17])[C:11]1[CH:12]=[CH:13][CH:14]=[CH:15][CH:16]=1, predict the reactants needed to synthesize it. The reactants are: [OH:1][CH2:2][C@H:3]1[CH2:6][C@@H:5]([NH:7][C:8](=[O:17])[O:9][CH2:10][C:11]2[CH:16]=[CH:15][CH:14]=[CH:13][CH:12]=2)[C:4]1([CH3:19])[CH3:18].I([O-])(=O)(=O)=[O:21].[Na+].C(#N)C.